From a dataset of Cav3 T-type calcium channel HTS with 100,875 compounds. Binary Classification. Given a drug SMILES string, predict its activity (active/inactive) in a high-throughput screening assay against a specified biological target. (1) The drug is OC=1C(=C/C(=C(\NO)Cc2ncccc2)C(=O)C1)CC. The result is 0 (inactive). (2) The compound is S=c1oc(n[nH]1)COc1ccc(OC)cc1. The result is 0 (inactive). (3) The drug is ONC=1CC(CC2=NN=C(C12)CCCC)c1ccccc1. The result is 0 (inactive). (4) The molecule is Clc1cc(c2oc(nn2)c2c(SC)cccc2)ccc1Cl. The result is 0 (inactive).